From a dataset of Full USPTO retrosynthesis dataset with 1.9M reactions from patents (1976-2016). Predict the reactants needed to synthesize the given product. Given the product [ClH:1].[Cl:1][C:2]1[CH:3]=[C:4]([CH2:10][NH:11][CH:12]2[CH2:13][CH2:14][N:15]([CH2:18][CH2:19][N:20]3[C:29]4[C:24](=[N:25][CH:26]=[C:27]([F:30])[CH:28]=4)[CH:23]=[CH:22][C:21]3=[O:31])[CH2:16][CH2:17]2)[CH:5]=[N:6][C:7]=1[CH2:8][OH:9], predict the reactants needed to synthesize it. The reactants are: [Cl:1][C:2]1[CH:3]=[C:4]([CH2:10][NH:11][CH:12]2[CH2:17][CH2:16][N:15]([CH2:18][CH2:19][N:20]3[C:29]4[C:24](=[N:25][CH:26]=[C:27]([F:30])[CH:28]=4)[CH:23]=[CH:22][C:21]3=[O:31])[CH2:14][CH2:13]2)[CH:5]=[N:6][C:7]=1[CH2:8][OH:9].Cl.